From a dataset of Catalyst prediction with 721,799 reactions and 888 catalyst types from USPTO. Predict which catalyst facilitates the given reaction. (1) Reactant: [C:1]1([C:7]2[O:8][C:9]([CH2:33][CH2:34][CH3:35])=[C:10]([CH2:12][O:13][C:14]3[CH:32]=[CH:31][C:17]([CH2:18][O:19][C:20]4[CH:25]=[CH:24][CH:23]=[CH:22][C:21]=4[CH2:26][C:27]([O:29]C)=[O:28])=[CH:16][CH:15]=3)[N:11]=2)[CH:6]=[CH:5][CH:4]=[CH:3][CH:2]=1.O1CCCC1.[OH-].[Na+].Cl. Product: [C:1]1([C:7]2[O:8][C:9]([CH2:33][CH2:34][CH3:35])=[C:10]([CH2:12][O:13][C:14]3[CH:32]=[CH:31][C:17]([CH2:18][O:19][C:20]4[CH:25]=[CH:24][CH:23]=[CH:22][C:21]=4[CH2:26][C:27]([OH:29])=[O:28])=[CH:16][CH:15]=3)[N:11]=2)[CH:6]=[CH:5][CH:4]=[CH:3][CH:2]=1. The catalyst class is: 97. (2) Reactant: [CH3:1][C:2]1([CH3:29])[C:11]2[C:6](=[CH:7][C:8]([CH3:26])=[C:9]([C:12]3[CH:13]=[C:14](/[CH:19]=[CH:20]/[C:21]([O:23]CC)=[O:22])[CH:15]=[CH:16][C:17]=3[CH3:18])[CH:10]=2)[C:5]([CH3:28])([CH3:27])[CH:4]=[CH:3]1.[OH-].[K+].Cl. Product: [CH3:1][C:2]1([CH3:29])[C:11]2[C:6](=[CH:7][C:8]([CH3:26])=[C:9]([C:12]3[CH:13]=[C:14](/[CH:19]=[CH:20]/[C:21]([OH:23])=[O:22])[CH:15]=[CH:16][C:17]=3[CH3:18])[CH:10]=2)[C:5]([CH3:28])([CH3:27])[CH:4]=[CH:3]1. The catalyst class is: 24. (3) Reactant: C([O:8][C:9]1[CH:14]=[CH:13][C:12]([C:15]2[CH:20]=[CH:19][CH:18]=[C:17]([O:21][S:22]([CH3:25])(=[O:24])=[O:23])[CH:16]=2)=[CH:11][C:10]=1[N:26]1[CH2:30][C:29](=[O:31])[NH:28][S:27]1(=[O:33])=[O:32])C1C=CC=CC=1. Product: [OH:8][C:9]1[CH:14]=[CH:13][C:12]([C:15]2[CH:20]=[CH:19][CH:18]=[C:17]([O:21][S:22]([CH3:25])(=[O:23])=[O:24])[CH:16]=2)=[CH:11][C:10]=1[N:26]1[CH2:30][C:29](=[O:31])[NH:28][S:27]1(=[O:33])=[O:32]. The catalyst class is: 579. (4) Reactant: [F:1][C:2]1[CH:7]=[CH:6][C:5]([NH:8][C:9]([NH2:11])=[S:10])=[CH:4][C:3]=1[Cl:12].Cl[CH2:14][C:15]([CH2:17]Cl)=O.[NH2:19][C:20]1[C:25]([C:26]#[N:27])=[C:24]([C:28]2[CH:29]=[N:30][C:31]([O:34][CH2:35][CH2:36][OH:37])=[CH:32][CH:33]=2)[C:23]([C:38]#[N:39])=[C:22]([SH:40])[N:21]=1.C(=O)(O)[O-].[Na+]. The catalyst class is: 3. Product: [NH2:19][C:20]1[C:25]([C:26]#[N:27])=[C:24]([C:28]2[CH:29]=[N:30][C:31]([O:34][CH2:35][CH2:36][OH:37])=[CH:32][CH:33]=2)[C:23]([C:38]#[N:39])=[C:22]([S:40][CH2:17][C:15]2[N:11]=[C:9]([NH:8][C:5]3[CH:6]=[CH:7][C:2]([F:1])=[C:3]([Cl:12])[CH:4]=3)[S:10][CH:14]=2)[N:21]=1. (5) Reactant: C([N:8](CC1C=CC=CC=1)[CH2:9][C@H:10]1[CH2:15][CH2:14][C@@H:13]([CH2:16][O:17][C:18]2[CH:23]=[CH:22][CH:21]=[CH:20][CH:19]=2)[CH2:12][CH2:11]1)C1C=CC=CC=1.[ClH:31].CO. Product: [ClH:31].[O:17]([CH2:16][C@@H:13]1[CH2:14][CH2:15][C@H:10]([CH2:9][NH2:8])[CH2:11][CH2:12]1)[C:18]1[CH:23]=[CH:22][CH:21]=[CH:20][CH:19]=1. The catalyst class is: 5. (6) Reactant: [Br:1][C:2]1[CH:11]=[C:10]2[C:5]([CH:6]=[C:7]([O:12]C)[CH:8]=[N:9]2)=[CH:4][CH:3]=1.Br.[OH-].[NH4+]. Product: [Br:1][C:2]1[CH:11]=[C:10]2[C:5]([CH:6]=[C:7]([OH:12])[CH:8]=[N:9]2)=[CH:4][CH:3]=1. The catalyst class is: 15. (7) Reactant: [O:1]1[CH2:6][CH2:5][N:4]([C:7]2[CH:8]=[C:9]([NH:13][C:14]3[N:19]=[C:18]4[NH:20][N:21]=[CH:22][C:17]4=[C:16]([C:23]4[CH:24]=[C:25]([NH:29][C:30](=[O:33])[CH:31]=[CH2:32])[CH:26]=[CH:27][CH:28]=4)[N:15]=3)[CH:10]=[CH:11][CH:12]=2)[CH2:3][CH2:2]1.[Cl:34]N1C(=O)CCC1=O. Product: [Cl:34][C:22]1[C:17]2[C:18](=[N:19][C:14]([NH:13][C:9]3[CH:10]=[CH:11][CH:12]=[C:7]([N:4]4[CH2:3][CH2:2][O:1][CH2:6][CH2:5]4)[CH:8]=3)=[N:15][C:16]=2[C:23]2[CH:24]=[C:25]([NH:29][C:30](=[O:33])[CH:31]=[CH2:32])[CH:26]=[CH:27][CH:28]=2)[NH:20][N:21]=1. The catalyst class is: 2. (8) Reactant: [Br:1][C:2]1[CH:10]=[C:9]([CH2:11][Br:12])[CH:8]=[CH:7][C:3]=1[C:4](O)=[O:5].B.CO. Product: [Br:1][C:2]1[CH:10]=[C:9]([CH2:11][Br:12])[CH:8]=[CH:7][C:3]=1[CH2:4][OH:5]. The catalyst class is: 1. (9) Reactant: [Cl:1][C:2]1[N:7]=[C:6]2[NH:8][CH:9]=[CH:10][C:5]2=[CH:4][CH:3]=1.[F:11][C:12]1[CH:19]=[CH:18][C:15]([CH2:16]Br)=[CH:14][CH:13]=1.C([O-])([O-])=O.[K+].[K+]. Product: [Cl:1][C:2]1[N:7]=[C:6]2[N:8]([CH2:16][C:15]3[CH:18]=[CH:19][C:12]([F:11])=[CH:13][CH:14]=3)[CH:9]=[CH:10][C:5]2=[CH:4][CH:3]=1. The catalyst class is: 3. (10) Product: [CH3:1][O:2][C:3]1[CH:8]=[C:7]([O:9][CH3:10])[CH:6]=[CH:5][C:4]=1[C:11]1[CH:15]=[N:16][O:14][C:12]=1[CH3:13]. Reactant: [CH3:1][O:2][C:3]1[CH:8]=[C:7]([O:9][CH3:10])[CH:6]=[CH:5][C:4]=1/[C:11](=[CH:15]\[N:16](C)C)/[C:12](=[O:14])[CH3:13].NO.Cl. The catalyst class is: 14.